This data is from Catalyst prediction with 721,799 reactions and 888 catalyst types from USPTO. The task is: Predict which catalyst facilitates the given reaction. The catalyst class is: 21. Product: [I:20][CH2:2][CH2:3][CH2:4][CH2:5][O:6][CH2:7][CH2:8][CH2:9][CH2:10][C:11]([CH3:18])([CH3:17])[C:12]([O:14][CH2:15][CH3:16])=[O:13]. Reactant: Cl[CH2:2][CH2:3][CH2:4][CH2:5][O:6][CH2:7][CH2:8][CH2:9][CH2:10][C:11]([CH3:18])([CH3:17])[C:12]([O:14][CH2:15][CH3:16])=[O:13].[Na+].[I-:20].